Dataset: Reaction yield outcomes from USPTO patents with 853,638 reactions. Task: Predict the reaction yield, written as a fraction of the theoretical maximum amount of product (1.0 means a 100% yield; for example, 0.34 means a 34% yield). (1) The reactants are Cl[C:2]1[C:7]([N+:8]([O-:10])=[O:9])=[CH:6][CH:5]=[C:4]([Cl:11])[N:3]=1.C([O-])([O-])=O.[Na+].[Na+].[CH3:18][NH2:19].O. The catalyst is CCO. The yield is 0.557. The product is [Cl:11][C:4]1[N:3]=[C:2]([NH:19][CH3:18])[C:7]([N+:8]([O-:10])=[O:9])=[CH:6][CH:5]=1. (2) The catalyst is Cl[Pd](Cl)([P](C1C=CC=CC=1)(C1C=CC=CC=1)C1C=CC=CC=1)[P](C1C=CC=CC=1)(C1C=CC=CC=1)C1C=CC=CC=1.C1(C)C=CC=CC=1.C(O)C.O. The reactants are I[C:2]1[C:10]2[C:5](=[N:6][CH:7]=[C:8]([C:11]3[CH:16]=[CH:15][C:14]([N:17]4[CH2:22][CH2:21][N:20]([C:23]([O:25][C:26]([CH3:29])([CH3:28])[CH3:27])=[O:24])[CH2:19][CH2:18]4)=[C:13]([O:30][CH3:31])[CH:12]=3)[CH:9]=2)[N:4]([S:32]([C:35]2[CH:41]=[CH:40][C:38]([CH3:39])=[CH:37][CH:36]=2)(=[O:34])=[O:33])[CH:3]=1.[F:42][C:43]1[CH:44]=[C:45]([CH:63]=[CH:64][CH:65]=1)[CH2:46][N:47]1[C:51]([CH3:52])=[C:50](B2OC(C)(C)C(C)(C)O2)[C:49]([CH3:62])=[N:48]1.C(=O)([O-])[O-].[Na+].[Na+]. The yield is 0.647. The product is [F:42][C:43]1[CH:44]=[C:45]([CH:63]=[CH:64][CH:65]=1)[CH2:46][N:47]1[C:51]([CH3:52])=[C:50]([C:2]2[C:10]3[C:5](=[N:6][CH:7]=[C:8]([C:11]4[CH:16]=[CH:15][C:14]([N:17]5[CH2:22][CH2:21][N:20]([C:23]([O:25][C:26]([CH3:29])([CH3:28])[CH3:27])=[O:24])[CH2:19][CH2:18]5)=[C:13]([O:30][CH3:31])[CH:12]=4)[CH:9]=3)[N:4]([S:32]([C:35]3[CH:41]=[CH:40][C:38]([CH3:39])=[CH:37][CH:36]=3)(=[O:34])=[O:33])[CH:3]=2)[C:49]([CH3:62])=[N:48]1. (3) The reactants are [Br:1][C:2]1[CH:3]=[C:4]([C:14]([O:16]C)=[O:15])[C:5]2[CH:6]=[CH:7][N:8]([CH:11]3[CH2:13][CH2:12]3)[C:9]=2[CH:10]=1.[OH-].[Na+]. The catalyst is CO.C1COCC1. The product is [Br:1][C:2]1[CH:3]=[C:4]([C:14]([OH:16])=[O:15])[C:5]2[CH:6]=[CH:7][N:8]([CH:11]3[CH2:13][CH2:12]3)[C:9]=2[CH:10]=1. The yield is 0.900. (4) The reactants are [Cl:1][C:2]1[CH:3]=[C:4]([CH2:8][C:9]([O:11][CH3:12])=[O:10])[CH:5]=[CH:6][CH:7]=1.[N+:13]([O-])([OH:15])=[O:14]. The catalyst is OS(O)(=O)=O. The product is [Cl:1][C:2]1[CH:3]=[C:4]([CH2:8][C:9]([O:11][CH3:12])=[O:10])[CH:5]=[CH:6][C:7]=1[N+:13]([O-:15])=[O:14]. The yield is 0.360. (5) The catalyst is O1CCOCC1.CC(C)([P](C(C)(C)C)([Pd][P](C(C)(C)C)(C(C)(C)C)C(C)(C)C)C(C)(C)C)C. The product is [C:14]([NH:13][C:11]([C:10]1[C:4]2[C:5](=[N:6][CH:7]=[C:2]([N:33]3[C:34]4[C:30](=[CH:29][CH:28]=[C:27]([Cl:26])[CH:35]=4)[CH:31]=[N:32]3)[N:3]=2)[N:8]([CH2:18][O:19][CH2:20][CH2:21][Si:22]([CH3:25])([CH3:24])[CH3:23])[CH:9]=1)=[O:12])([CH3:17])([CH3:16])[CH3:15]. The reactants are Br[C:2]1[N:3]=[C:4]2[C:10]([C:11]([NH:13][C:14]([CH3:17])([CH3:16])[CH3:15])=[O:12])=[CH:9][N:8]([CH2:18][O:19][CH2:20][CH2:21][Si:22]([CH3:25])([CH3:24])[CH3:23])[C:5]2=[N:6][CH:7]=1.[Cl:26][C:27]1[CH:35]=[C:34]2[C:30]([CH:31]=[N:32][NH:33]2)=[CH:29][CH:28]=1.CC(C)([O-])C.[Na+]. The yield is 0.690. (6) The product is [Cl:1][C:2]1[CH:3]=[CH:4][C:5]2[N:6]([CH:8]=[C:9]([NH:11][C:12](=[O:33])[C:13]3[CH:14]=[CH:15][C:16]([C:19]([CH3:31])([CH3:32])[C:20]([NH:22][CH2:23][CH:24]([OH:25])[CH2:28][OH:27])=[O:21])=[CH:17][CH:18]=3)[N:10]=2)[CH:7]=1. The catalyst is CO. The reactants are [Cl:1][C:2]1[CH:3]=[CH:4][C:5]2[N:6]([CH:8]=[C:9]([NH:11][C:12](=[O:33])[C:13]3[CH:18]=[CH:17][C:16]([C:19]([CH3:32])([CH3:31])[C:20]([NH:22][CH2:23][CH:24]4[CH2:28][O:27]C(C)(C)[O:25]4)=[O:21])=[CH:15][CH:14]=3)[N:10]=2)[CH:7]=1.O.C1(C)C=CC(S(O)(=O)=O)=CC=1. The yield is 0.920. (7) The reactants are [F:1][C:2]1[C:3](=[O:23])[N:4]2[C:8](=[C:9]([C:20](O)=[O:21])[C:10]=1[NH:11][C:12]1[CH:17]=[CH:16][C:15]([I:18])=[CH:14][C:13]=1[F:19])[CH2:7][CH2:6][CH2:5]2.CC1(C)[O:29][C@@H:28]([CH2:30][O:31][NH2:32])[CH2:27][O:26]1.C1C=CC2N(O)N=NC=2C=1.C(Cl)CCl.C1(C)C=CC(S(O)(=O)=O)=CC=1. The catalyst is C(Cl)Cl.C(N(CC)CC)C.O.CN(C=O)C. The product is [OH:29][C@H:28]([CH2:27][OH:26])[CH2:30][O:31][NH:32][C:20]([C:9]1[C:10]([NH:11][C:12]2[CH:17]=[CH:16][C:15]([I:18])=[CH:14][C:13]=2[F:19])=[C:2]([F:1])[C:3](=[O:23])[N:4]2[C:8]=1[CH2:7][CH2:6][CH2:5]2)=[O:21]. The yield is 0.480. (8) The reactants are [F:1][C:2]([F:17])([F:16])[O:3][C:4]1[CH:5]=[C:6]2[C:10](=[CH:11][CH:12]=1)[NH:9][N:8]=[C:7]2[C:13]([OH:15])=O.Cl.Cl.[N:20]12[CH2:27][CH2:26][CH:23]([CH2:24][CH2:25]1)[CH:22]([CH2:28][NH2:29])[CH2:21]2.CN(C(ON1N=NC2C=CC=NC1=2)=[N+](C)C)C.F[P-](F)(F)(F)(F)F.C(N(CC)C(C)C)(C)C. The catalyst is O1CCCC1.CN(C)C=O. The product is [N:20]12[CH2:27][CH2:26][CH:23]([CH2:24][CH2:25]1)[CH:22]([CH2:28][NH:29][C:13]([C:7]1[C:6]3[C:10](=[CH:11][CH:12]=[C:4]([O:3][C:2]([F:1])([F:17])[F:16])[CH:5]=3)[NH:9][N:8]=1)=[O:15])[CH2:21]2. The yield is 0.200. (9) The reactants are [C:1]1([CH:13]2[CH:18]([CH3:19])[CH2:17][CH2:16][N:15](C(OC(C)(C)C)=O)[CH2:14]2)[N:5]2[C:6]3[CH:12]=[CH:11][NH:10][C:7]=3[N:8]=[CH:9][C:4]2=[CH:3][N:2]=1.[ClH:27]. The catalyst is O1CCOCC1.CCOCC. The product is [ClH:27].[CH3:19][CH:18]1[CH2:17][CH2:16][NH:15][CH2:14][CH:13]1[C:1]1[N:5]2[C:6]3[CH:12]=[CH:11][NH:10][C:7]=3[N:8]=[CH:9][C:4]2=[CH:3][N:2]=1. The yield is 0.980.